From a dataset of Merck oncology drug combination screen with 23,052 pairs across 39 cell lines. Regression. Given two drug SMILES strings and cell line genomic features, predict the synergy score measuring deviation from expected non-interaction effect. (1) Drug 1: CNC(=O)c1cc(Oc2ccc(NC(=O)Nc3ccc(Cl)c(C(F)(F)F)c3)cc2)ccn1. Drug 2: CCc1cnn2c(NCc3ccc[n+]([O-])c3)cc(N3CCCCC3CCO)nc12. Cell line: MDAMB436. Synergy scores: synergy=-7.74. (2) Drug 1: O=c1[nH]cc(F)c(=O)[nH]1. Drug 2: NC(=O)c1cccc2cn(-c3ccc(C4CCCNC4)cc3)nc12. Cell line: MSTO. Synergy scores: synergy=-54.8. (3) Drug 1: CC1CC2C3CCC4=CC(=O)C=CC4(C)C3(F)C(O)CC2(C)C1(O)C(=O)CO. Drug 2: CC1(c2nc3c(C(N)=O)cccc3[nH]2)CCCN1. Cell line: KPL1. Synergy scores: synergy=6.41. (4) Drug 1: N.N.O=C(O)C1(C(=O)O)CCC1.[Pt]. Cell line: HT144. Drug 2: CNC(=O)c1cc(Oc2ccc(NC(=O)Nc3ccc(Cl)c(C(F)(F)F)c3)cc2)ccn1. Synergy scores: synergy=-6.39. (5) Drug 1: N#Cc1ccc(Cn2cncc2CN2CCN(c3cccc(Cl)c3)C(=O)C2)cc1. Drug 2: CC1(c2nc3c(C(N)=O)cccc3[nH]2)CCCN1. Cell line: T47D. Synergy scores: synergy=-17.3. (6) Drug 1: CC1CC2C3CCC4=CC(=O)C=CC4(C)C3(F)C(O)CC2(C)C1(O)C(=O)CO. Drug 2: COC1=C2CC(C)CC(OC)C(O)C(C)C=C(C)C(OC(N)=O)C(OC)C=CC=C(C)C(=O)NC(=CC1=O)C2=O. Cell line: OCUBM. Synergy scores: synergy=17.7. (7) Drug 1: CCC1=CC2CN(C1)Cc1c([nH]c3ccccc13)C(C(=O)OC)(c1cc3c(cc1OC)N(C)C1C(O)(C(=O)OC)C(OC(C)=O)C4(CC)C=CCN5CCC31C54)C2. Drug 2: O=C(NOCC(O)CO)c1ccc(F)c(F)c1Nc1ccc(I)cc1F. Cell line: EFM192B. Synergy scores: synergy=-32.3.